Dataset: Full USPTO retrosynthesis dataset with 1.9M reactions from patents (1976-2016). Task: Predict the reactants needed to synthesize the given product. (1) Given the product [CH3:23][C:18]1[C:17]([CH2:16][O:1][C:2]2[CH:3]=[CH:4][C:5]([CH2:8][C:9]([O:11][CH2:12][CH3:13])=[O:10])=[CH:6][CH:7]=2)=[CH:22][CH:21]=[CH:20][N:19]=1, predict the reactants needed to synthesize it. The reactants are: [OH:1][C:2]1[CH:7]=[CH:6][C:5]([CH2:8][C:9]([O:11][CH2:12][CH3:13])=[O:10])=[CH:4][CH:3]=1.Cl.Cl[CH2:16][C:17]1[C:18]([CH3:23])=[N:19][CH:20]=[CH:21][CH:22]=1. (2) Given the product [P:1]([OH:3])([OH:8])([O:13][CH2:14][N:15]1[C:19]2=[N:20][CH:21]=[C:22]3[CH:26]=[N:25][N:24]([CH3:27])[C:23]3=[C:18]2[CH:17]=[C:16]1[C:28]1[C:36]2[C:31](=[CH:32][CH:33]=[C:34]([O:37][CH3:38])[CH:35]=2)[N:30]([CH3:39])[CH:29]=1)=[O:2], predict the reactants needed to synthesize it. The reactants are: [P:1]([O:13][CH2:14][N:15]1[C:19]2=[N:20][CH:21]=[C:22]3[CH:26]=[N:25][N:24]([CH3:27])[C:23]3=[C:18]2[CH:17]=[C:16]1[C:28]1[C:36]2[C:31](=[CH:32][CH:33]=[C:34]([O:37][CH3:38])[CH:35]=2)[N:30]([CH3:39])[CH:29]=1)([O:8]C(C)(C)C)([O:3]C(C)(C)C)=[O:2].C(O)(C(F)(F)F)=O. (3) Given the product [C:1]([N:4]1[CH2:9][CH2:8][CH:7]([CH2:10][C:11]([NH:13][C:14]2[CH:19]=[C:18]([C:25]3[CH:26]=[CH:27][C:22]([CH3:21])=[CH:23][CH:24]=3)[CH:17]=[CH:16][N:15]=2)=[O:12])[CH2:6][CH2:5]1)(=[O:3])[CH3:2], predict the reactants needed to synthesize it. The reactants are: [C:1]([N:4]1[CH2:9][CH2:8][CH:7]([CH2:10][C:11]([NH:13][C:14]2[CH:19]=[C:18](Br)[CH:17]=[CH:16][N:15]=2)=[O:12])[CH2:6][CH2:5]1)(=[O:3])[CH3:2].[CH3:21][C:22]1[CH:27]=[CH:26][C:25](B(O)O)=[CH:24][CH:23]=1. (4) Given the product [CH3:1][O:2][C:3](=[O:32])[C@@H:4]([N:15]1[C:21](=[O:22])[CH2:20][CH2:19][N:18]([C:23]2[CH:28]=[CH:27][C:26]([Cl:29])=[C:25]([Cl:30])[CH:24]=2)[CH:17]([CH3:31])[CH2:16]1)[CH2:5][CH2:6][OH:7], predict the reactants needed to synthesize it. The reactants are: [CH3:1][O:2][C:3](=[O:32])[C@@H:4]([N:15]1[C:21](=[O:22])[CH2:20][CH2:19][N:18]([C:23]2[CH:28]=[CH:27][C:26]([Cl:29])=[C:25]([Cl:30])[CH:24]=2)[CH:17]([CH3:31])[CH2:16]1)[CH2:5][CH2:6][O:7]CC1C=CC=CC=1.B(Br)(Br)Br. (5) Given the product [CH2:1]([O:8][N:9]([CH2:12][C@@H:13]([O:44][CH2:45][C:46]1[CH:47]=[CH:48][CH:49]=[CH:50][CH:51]=1)[C@H:14]([O:36][CH2:37][C:38]1[CH:43]=[CH:42][CH:41]=[CH:40][CH:39]=1)[C@H:15]([O:28][CH2:29][C:30]1[CH:31]=[CH:32][CH:33]=[CH:34][CH:35]=1)[CH2:16][OH:17])[CH:10]=[O:11])[C:2]1[CH:7]=[CH:6][CH:5]=[CH:4][CH:3]=1, predict the reactants needed to synthesize it. The reactants are: [CH2:1]([O:8][N:9]([CH2:12][C@@H:13]([O:44][CH2:45][C:46]1[CH:51]=[CH:50][CH:49]=[CH:48][CH:47]=1)[C@H:14]([O:36][CH2:37][C:38]1[CH:43]=[CH:42][CH:41]=[CH:40][CH:39]=1)[C@H:15]([O:28][CH2:29][C:30]1[CH:35]=[CH:34][CH:33]=[CH:32][CH:31]=1)[CH2:16][O:17][Si](C(C)C)(C(C)C)C(C)C)[CH:10]=[O:11])[C:2]1[CH:7]=[CH:6][CH:5]=[CH:4][CH:3]=1.CCCC[N+](CCCC)(CCCC)CCCC.[F-]. (6) Given the product [C@@H:1]([NH:5][C:6]([C:8]1[C:16]2[C:11](=[N:12][CH:13]=[C:14]([O:17][C:18]3[CH:19]=[C:20]4[C:24](=[CH:25][CH:26]=3)[CH2:23][CH2:22][C@H:21]4[NH:27][C:28](=[O:30])[CH3:29])[N:15]=2)[NH:10][CH:9]=1)=[O:7])([CH2:3][CH3:4])[CH3:2], predict the reactants needed to synthesize it. The reactants are: [C@@H:1]([NH:5][C:6]([C:8]1[C:16]2[C:11](=[N:12][CH:13]=[C:14]([O:17][C:18]3[CH:19]=[C:20]4[C:24](=[CH:25][CH:26]=3)[CH2:23][CH2:22][C@H:21]4[NH:27][C:28](=[O:30])[CH3:29])[N:15]=2)[N:10](COCC[Si](C)(C)C)[CH:9]=1)=[O:7])([CH2:3][CH3:4])[CH3:2].C(N)CN. (7) Given the product [F:27][C:28]([F:35])([C:31]([F:34])([F:33])[F:32])[CH2:29][NH:30][C:3]([C:5]1[N:6]([CH3:26])[N:7]=[C:8]([O:10][CH2:11][C:12]2[C:13]([C:19]3[CH:20]=[CH:21][C:22]([Cl:25])=[CH:23][CH:24]=3)=[N:14][O:15][C:16]=2[CH2:17][OH:18])[CH:9]=1)=[O:2], predict the reactants needed to synthesize it. The reactants are: C[O:2][C:3]([C:5]1[N:6]([CH3:26])[N:7]=[C:8]([O:10][CH2:11][C:12]2[C:13]([C:19]3[CH:24]=[CH:23][C:22]([Cl:25])=[CH:21][CH:20]=3)=[N:14][O:15][C:16]=2[CH2:17][OH:18])[CH:9]=1)=O.[F:27][C:28]([F:35])([C:31]([F:34])([F:33])[F:32])[CH2:29][NH2:30]. (8) Given the product [CH:1]1([S:4]([C:7]2[CH:12]=[CH:11][C:10]([CH:13]([O:17][CH:18]3[CH2:19][CH2:20][O:21][CH2:22][CH2:23]3)[C:14]([NH:24][C:25]3[N:30]=[C:29]([CH2:31][C:32]([O:34][CH2:35][CH3:36])=[O:33])[CH:28]=[CH:27][CH:26]=3)=[O:15])=[CH:9][CH:8]=2)(=[O:6])=[O:5])[CH2:3][CH2:2]1, predict the reactants needed to synthesize it. The reactants are: [CH:1]1([S:4]([C:7]2[CH:12]=[CH:11][C:10]([CH:13]([O:17][CH:18]3[CH2:23][CH2:22][O:21][CH2:20][CH2:19]3)[C:14](O)=[O:15])=[CH:9][CH:8]=2)(=[O:6])=[O:5])[CH2:3][CH2:2]1.[NH2:24][C:25]1[N:30]=[C:29]([CH2:31][C:32]([O:34][CH2:35][CH3:36])=[O:33])[CH:28]=[CH:27][CH:26]=1.C1C=CC2N(O)N=NC=2C=1.CCN=C=NCCCN(C)C.CN1CCOCC1.